From a dataset of Forward reaction prediction with 1.9M reactions from USPTO patents (1976-2016). Predict the product of the given reaction. (1) Given the reactants [OH:1][C:2]1[CH:7]=[CH:6][C:5]([C:8]2[C:16]3[C:11](=[CH:12][CH:13]=[C:14]([C:17]#[N:18])[CH:15]=3)[N:10](C3CCCCO3)[N:9]=2)=[CH:4][CH:3]=1.C1(P(C2C=CC=CC=2)C2C=CC=CC=2)C=CC=CC=1.O[CH2:45][CH2:46][N:47]1[CH2:52][CH2:51][O:50][CH2:49][CH2:48]1.N(C(OCC)=O)=NC(OCC)=O, predict the reaction product. The product is: [N:47]1([CH2:46][CH2:45][O:1][C:2]2[CH:7]=[CH:6][C:5]([C:8]3[C:16]4[C:11](=[CH:12][CH:13]=[C:14]([C:17]#[N:18])[CH:15]=4)[NH:10][N:9]=3)=[CH:4][CH:3]=2)[CH2:52][CH2:51][O:50][CH2:49][CH2:48]1. (2) Given the reactants Cl.[C:2]1([C:8]2([CH2:13][NH2:14])[O:12][CH2:11][CH2:10][O:9]2)[CH:7]=[CH:6][CH:5]=[CH:4][CH:3]=1.[C:15]([C:18]1[NH:22][C:21]2[C:23]([Cl:27])=[C:24]([Cl:26])[S:25][C:20]=2[CH:19]=1)(O)=[O:16].CCN(C(C)C)C(C)C.C1C=CC2N(O)N=NC=2C=1.CCN=C=NCCCN(C)C, predict the reaction product. The product is: [Cl:26][C:24]1[S:25][C:20]2[CH:19]=[C:18]([C:15](=[O:16])[NH:14][CH2:13][C:8]3([C:2]4[CH:3]=[CH:4][CH:5]=[CH:6][CH:7]=4)[O:12][CH2:11][CH2:10][O:9]3)[NH:22][C:21]=2[C:23]=1[Cl:27]. (3) Given the reactants [CH2:1]([N:8]([CH2:16][C@@H:17]1[CH2:22][CH2:21][C@H:20]([CH2:23][CH2:24][OH:25])[CH2:19][CH2:18]1)[CH2:9][C:10]1[CH:15]=[CH:14][CH:13]=[CH:12][CH:11]=1)[C:2]1[CH:7]=[CH:6][CH:5]=[CH:4][CH:3]=1.[C:26]1(P([C:26]2[CH:31]=[CH:30][CH:29]=[CH:28][CH:27]=2)[C:26]2[CH:31]=[CH:30][CH:29]=[CH:28][CH:27]=2)[CH:31]=[CH:30][CH:29]=[CH:28][CH:27]=1.C1(O)C=CC=CC=1.CC(OC(/N=N/C(OC(C)C)=O)=O)C, predict the reaction product. The product is: [CH2:1]([N:8]([CH2:9][C:10]1[CH:11]=[CH:12][CH:13]=[CH:14][CH:15]=1)[CH2:16][C@H:17]1[CH2:22][CH2:21][C@@H:20]([CH2:23][CH2:24][O:25][C:26]2[CH:31]=[CH:30][CH:29]=[CH:28][CH:27]=2)[CH2:19][CH2:18]1)[C:2]1[CH:3]=[CH:4][CH:5]=[CH:6][CH:7]=1.